Dataset: Forward reaction prediction with 1.9M reactions from USPTO patents (1976-2016). Task: Predict the product of the given reaction. (1) The product is: [F:8][C:9]1[CH:14]=[CH:13][C:12]([C:15]2[O:16][C:17]3[CH:27]=[C:26]([N:28]([CH3:33])[S:29]([CH3:32])(=[O:30])=[O:31])[C:25]([CH:34]4[CH2:38][NH:37][C@H:36]([C:46]([O:48][CH3:49])=[O:47])[CH2:35]4)=[CH:24][C:18]=3[C:19]=2[C:20](=[O:23])[NH:21][CH3:22])=[CH:11][CH:10]=1. Given the reactants C(O)(C(F)(F)F)=O.[F:8][C:9]1[CH:14]=[CH:13][C:12]([C:15]2[O:16][C:17]3[CH:27]=[C:26]([N:28]([CH3:33])[S:29]([CH3:32])(=[O:31])=[O:30])[C:25]([CH:34]4[CH2:38][N:37](C(OC(C)(C)C)=O)[C@H:36]([C:46]([O:48][CH3:49])=[O:47])[CH2:35]4)=[CH:24][C:18]=3[C:19]=2[C:20](=[O:23])[NH:21][CH3:22])=[CH:11][CH:10]=1, predict the reaction product. (2) Given the reactants C(OC([NH:8][C@@H:9]([CH2:14][C:15]1[CH:20]=[CH:19][CH:18]=[CH:17][CH:16]=1)[C@H:10]([OH:13])[CH2:11]Cl)=O)(C)(C)C.CC([OH:24])C.[OH-:25].[Na+].C(O)(=O)CC(CC(O)=O)(C(O)=O)O, predict the reaction product. The product is: [NH2:8][C@@H:9]([CH2:14][C:15]1[CH:16]=[CH:17][CH:18]=[CH:19][CH:20]=1)[C@@H:10]([OH:13])[C:11]([OH:24])=[O:25]. (3) The product is: [C:19]([C:21]1[CH:26]=[CH:25][C:24]([C:2]2[C:10]3[N:9]4[CH2:11][CH2:12][NH:13][C:14](=[O:15])[C:8]4=[C:7]([CH3:16])[C:6]=3[CH:5]=[C:4]([C:17]#[N:18])[CH:3]=2)=[CH:23][CH:22]=1)#[N:20]. Given the reactants Br[C:2]1[C:10]2[N:9]3[CH2:11][CH2:12][NH:13][C:14](=[O:15])[C:8]3=[C:7]([CH3:16])[C:6]=2[CH:5]=[C:4]([C:17]#[N:18])[CH:3]=1.[C:19]([C:21]1[CH:26]=[CH:25][C:24](B(O)O)=[CH:23][CH:22]=1)#[N:20], predict the reaction product. (4) Given the reactants [Cl:1][C:2]1[C:11]([OH:12])=[C:10]2[C:5]([CH:6]=[CH:7][CH:8]=[N:9]2)=[C:4]([I:13])[CH:3]=1.Br[CH:15]([CH3:17])[CH3:16], predict the reaction product. The product is: [Cl:1][C:2]1[C:11]([O:12][CH:15]([CH3:17])[CH3:16])=[C:10]2[C:5]([CH:6]=[CH:7][CH:8]=[N:9]2)=[C:4]([I:13])[CH:3]=1.